From a dataset of Full USPTO retrosynthesis dataset with 1.9M reactions from patents (1976-2016). Predict the reactants needed to synthesize the given product. (1) Given the product [CH2:9]([O:11][C:12](=[O:24])[NH:13][C:14]1[CH:19]=[CH:18][C:17]([NH:20][CH2:7][C:5]2[S:6][C:2]([Cl:1])=[CH:3][CH:4]=2)=[CH:16][C:15]=1[NH2:21])[CH3:10], predict the reactants needed to synthesize it. The reactants are: [Cl:1][C:2]1[S:6][C:5]([CH:7]=O)=[CH:4][CH:3]=1.[CH2:9]([O:11][C:12](=[O:24])[NH:13][C:14]1[CH:19]=[CH:18][C:17]([NH2:20])=[CH:16][C:15]=1[N+:21]([O-])=O)[CH3:10].C(O[BH-](OC(=O)C)OC(=O)C)(=O)C.[Na+]. (2) Given the product [CH3:1][O:2][C:3]1[CH:11]=[C:10]2[C:6]([CH2:7]/[C:8](=[CH:27]\[C:22]3[C:21]([C:20]([F:29])([F:19])[F:30])=[CH:26][CH:25]=[CH:24][N:23]=3)/[C:9]2=[O:12])=[CH:5][C:4]=1[N:13]1[CH2:14][CH2:15][O:16][CH2:17][CH2:18]1, predict the reactants needed to synthesize it. The reactants are: [CH3:1][O:2][C:3]1[CH:11]=[C:10]2[C:6]([CH2:7][CH2:8][C:9]2=[O:12])=[CH:5][C:4]=1[N:13]1[CH2:18][CH2:17][O:16][CH2:15][CH2:14]1.[F:19][C:20]([F:30])([F:29])[C:21]1[C:22]([CH:27]=O)=[N:23][CH:24]=[CH:25][CH:26]=1.CC1C=CC(S(O)(=O)=O)=CC=1.